Dataset: Reaction yield outcomes from USPTO patents with 853,638 reactions. Task: Predict the reaction yield, written as a fraction of the theoretical maximum amount of product (1.0 means a 100% yield; for example, 0.34 means a 34% yield). (1) The reactants are [Br:1][C:2]1[CH:9]=[C:8]([N:10]2[C:14]3=[N:15][CH:16]=[CH:17][C:18](Cl)=[C:13]3[C:12]([CH:20]([CH3:22])[CH3:21])=[N:11]2)[CH:7]=[CH:6][C:3]=1[C:4]#[N:5].C(=O)([O-])[O-].[K+].[K+].[NH:29]1[CH:33]=[CH:32][N:31]=[CH:30]1. The catalyst is CN(C=O)C.C(Cl)(Cl)Cl.[Cu]=O. The product is [N:29]1([C:18]2[CH:17]=[CH:16][N:15]=[C:14]3[N:10]([C:8]4[CH:7]=[CH:6][C:3]([C:4]#[N:5])=[C:2]([Br:1])[CH:9]=4)[N:11]=[C:12]([CH:20]([CH3:22])[CH3:21])[C:13]=23)[CH:33]=[CH:32][N:31]=[CH:30]1. The yield is 0.810. (2) The reactants are CN(C=O)C.O.[CH:7]1([O:13][C:14]2[CH:15]=[C:16]([N:24]([CH2:32][CH:33]3[CH2:38][CH2:37][O:36][CH2:35][CH2:34]3)[C:25](=[O:31])[O:26][C:27]([CH3:30])([CH3:29])[CH3:28])[C:17]3[N:18]([C:20](I)=[CH:21][N:22]=3)[N:19]=2)[CH2:12][CH2:11][CH2:10][CH2:9][CH2:8]1.[CH:39]1([NH:42][C:43]([C:45]2[CH:50]=[CH:49][C:48](B3OC(C)(C)C(C)(C)O3)=[CH:47][CH:46]=2)=[O:44])[CH2:41][CH2:40]1.C(=O)([O-])[O-].[K+].[K+]. The catalyst is CC(P(C(C)(C)C)[C-]1C=CC=C1)(C)C.CC(P(C(C)(C)C)[C-]1C=CC=C1)(C)C.Cl[Pd]Cl.[Fe+2].C(OCC)(=O)C.O. The product is [CH:7]1([O:13][C:14]2[CH:15]=[C:16]([N:24]([CH2:32][CH:33]3[CH2:38][CH2:37][O:36][CH2:35][CH2:34]3)[C:25](=[O:31])[O:26][C:27]([CH3:30])([CH3:29])[CH3:28])[C:17]3[N:18]([C:20]([C:48]4[CH:47]=[CH:46][C:45]([C:43](=[O:44])[NH:42][CH:39]5[CH2:41][CH2:40]5)=[CH:50][CH:49]=4)=[CH:21][N:22]=3)[N:19]=2)[CH2:12][CH2:11][CH2:10][CH2:9][CH2:8]1. The yield is 1.00. (3) The reactants are [F:1][C:2]([F:12])([F:11])[C:3](=[O:10])[CH2:4][C:5]([O:7][CH2:8][CH3:9])=[O:6].CO[CH:15](OC)[N:16]([CH3:18])[CH3:17]. The catalyst is C1C=CC=CC=1. The product is [CH3:15][N:16]([CH:18]=[C:4]([C:3](=[O:10])[C:2]([F:11])([F:12])[F:1])[C:5]([O:7][CH2:8][CH3:9])=[O:6])[CH3:17]. The yield is 0.650. (4) The reactants are [O:1]1[CH:5]=[N:4][N:3]=[CH:2]1.[C:6]1([C:12]#[CH:13])[CH:11]=[CH:10][CH:9]=[CH:8][CH:7]=1.[CH3:14][OH:15].C(Cl)Cl.[CH3:19][CH2:20][CH2:21][CH2:22][CH2:23][CH3:24].CCN([CH2:30][CH3:31])CC. The catalyst is C1C=CC([P]([Pd]([P](C2C=CC=CC=2)(C2C=CC=CC=2)C2C=CC=CC=2)([P](C2C=CC=CC=2)(C2C=CC=CC=2)C2C=CC=CC=2)[P](C2C=CC=CC=2)(C2C=CC=CC=2)C2C=CC=CC=2)(C2C=CC=CC=2)C2C=CC=CC=2)=CC=1.[Cu]I. The product is [C:6]1([C:12]#[C:13][C:21]2[CH:20]=[CH:19][C:24]([C:13]#[C:12][C:6]3[CH:11]=[CH:10][CH:9]=[CH:8][CH:7]=3)=[CH:23][C:22]=2[C:5]2[O:1][C:2]([C:6]3[CH:11]=[CH:10][C:14]([O:15][CH2:19][CH2:20][CH2:21][CH2:22][CH2:23][CH2:24][CH2:30][CH3:31])=[CH:8][CH:7]=3)=[N:3][N:4]=2)[CH:11]=[CH:10][CH:9]=[CH:8][CH:7]=1. The yield is 0.720. (5) The reactants are [F:1][C:2]1[CH:3]=[C:4]([CH:20]=[CH:21][CH:22]=1)[CH2:5][O:6][C:7]1[CH:19]=[CH:18][C:10]([CH:11]=[N:12][C@@H:13]([CH3:17])[C:14]([NH2:16])=[O:15])=[CH:9][CH:8]=1.CO.C(OCC)(=O)C. The catalyst is O. The product is [CH3:17][C@H:13]([NH:12][CH2:11][C:10]1[CH:18]=[CH:19][C:7]([O:6][CH2:5][C:4]2[CH:20]=[CH:21][CH:22]=[C:2]([F:1])[CH:3]=2)=[CH:8][CH:9]=1)[C:14]([NH2:16])=[O:15]. The yield is 0.948.